This data is from Peptide-MHC class II binding affinity with 134,281 pairs from IEDB. The task is: Regression. Given a peptide amino acid sequence and an MHC pseudo amino acid sequence, predict their binding affinity value. This is MHC class II binding data. (1) The peptide sequence is APSVVPNTTLGMHCG. The MHC is DRB1_0101 with pseudo-sequence DRB1_0101. The binding affinity (normalized) is 0.349. (2) The peptide sequence is AAATCGTTVYGAFAA. The MHC is HLA-DPA10103-DPB10601 with pseudo-sequence HLA-DPA10103-DPB10601. The binding affinity (normalized) is 0.418. (3) The peptide sequence is GELQIYDKIDAAFKI. The MHC is DRB1_0404 with pseudo-sequence DRB1_0404. The binding affinity (normalized) is 0.524. (4) The peptide sequence is VLSYVIGLLPQDMVI. The MHC is DRB1_0802 with pseudo-sequence DRB1_0802. The binding affinity (normalized) is 0.158. (5) The peptide sequence is KLPWKNESSIKVIKQ. The MHC is HLA-DPA10301-DPB10402 with pseudo-sequence HLA-DPA10301-DPB10402. The binding affinity (normalized) is 0.568. (6) The binding affinity (normalized) is 0. The MHC is DRB1_0801 with pseudo-sequence DRB1_0801. The peptide sequence is VSWEEEAEISGSSAR.